Dataset: Reaction yield outcomes from USPTO patents with 853,638 reactions. Task: Predict the reaction yield, written as a fraction of the theoretical maximum amount of product (1.0 means a 100% yield; for example, 0.34 means a 34% yield). (1) The reactants are Br[CH2:2][C:3]1[C:4]([F:11])=[C:5]([CH:8]=[CH:9][CH:10]=1)[C:6]#[N:7].[CH3:12][O-:13].[Na+]. The catalyst is CO. The product is [F:11][C:4]1[C:3]([CH2:2][O:13][CH3:12])=[CH:10][CH:9]=[CH:8][C:5]=1[C:6]#[N:7]. The yield is 0.840. (2) The yield is 0.360. The reactants are [Cl:1][C:2]1[CH:7]=[CH:6][C:5]([C:8]2[CH:16]=[CH:15][CH:14]=[C:13]3[C:9]=2[CH2:10][C:11](=[O:17])[NH:12]3)=[CH:4][CH:3]=1.[N:18]1([CH2:23][CH2:24][NH:25][C:26]([C:28]2[C:32]([CH3:33])=[C:31]([CH:34]=O)[NH:30][C:29]=2[CH3:36])=[O:27])[CH:22]=[CH:21][N:20]=[N:19]1. The catalyst is C(O)C.N1CCCCC1. The product is [N:18]1([CH2:23][CH2:24][NH:25][C:26]([C:28]2[C:32]([CH3:33])=[C:31]([CH:34]=[C:10]3[C:9]4[C:13](=[CH:14][CH:15]=[CH:16][C:8]=4[C:5]4[CH:4]=[CH:3][C:2]([Cl:1])=[CH:7][CH:6]=4)[NH:12][C:11]3=[O:17])[NH:30][C:29]=2[CH3:36])=[O:27])[CH:22]=[CH:21][N:20]=[N:19]1.